From a dataset of Peptide-MHC class I binding affinity with 185,985 pairs from IEDB/IMGT. Regression. Given a peptide amino acid sequence and an MHC pseudo amino acid sequence, predict their binding affinity value. This is MHC class I binding data. (1) The peptide sequence is WLSYFVASFR. The MHC is HLA-A31:01 with pseudo-sequence HLA-A31:01. The binding affinity (normalized) is 1.00. (2) The peptide sequence is DTLKVGNTY. The MHC is HLA-B40:01 with pseudo-sequence HLA-B40:01. The binding affinity (normalized) is 0.0847. (3) The peptide sequence is IQMSSGNL. The MHC is H-2-Kb with pseudo-sequence H-2-Kb. The binding affinity (normalized) is 0.413. (4) The peptide sequence is QPRAPIRPI. The MHC is HLA-A33:01 with pseudo-sequence HLA-A33:01. The binding affinity (normalized) is 0. (5) The peptide sequence is ERYFRINSL. The MHC is HLA-B40:01 with pseudo-sequence HLA-B40:01. The binding affinity (normalized) is 0.0797. (6) The peptide sequence is VSFGAPSLL. The MHC is H-2-Kb with pseudo-sequence H-2-Kb. The binding affinity (normalized) is 0.659. (7) The peptide sequence is RVISDGYFK. The MHC is HLA-B73:01 with pseudo-sequence HLA-B73:01. The binding affinity (normalized) is 0.0847. (8) The peptide sequence is SPAIFQSSM. The MHC is HLA-A29:02 with pseudo-sequence HLA-A29:02. The binding affinity (normalized) is 0. (9) The MHC is HLA-B40:01 with pseudo-sequence HLA-B40:01. The peptide sequence is TLRFKTKAL. The binding affinity (normalized) is 0.213.